From a dataset of CYP2D6 inhibition data for predicting drug metabolism from PubChem BioAssay. Regression/Classification. Given a drug SMILES string, predict its absorption, distribution, metabolism, or excretion properties. Task type varies by dataset: regression for continuous measurements (e.g., permeability, clearance, half-life) or binary classification for categorical outcomes (e.g., BBB penetration, CYP inhibition). Dataset: cyp2d6_veith. (1) The drug is CCCc1nnc(NC(=O)CN2C(=O)C3C4C=CC(C4)C3C2=O)s1. The result is 0 (non-inhibitor). (2) The compound is O=S(=O)(Nc1ccc(Cc2ccncc2)cc1)c1ccc(Cl)c(Cl)c1. The result is 1 (inhibitor). (3) The result is 1 (inhibitor). The molecule is CCCCCCC[N+](CC)(CC)CCCCc1ccc(Cl)cc1.Cc1ccc(S(=O)(=O)[O-])cc1. (4) The drug is COc1cccc(-c2nccc(NCc3ccccc3OC)n2)c1. The result is 1 (inhibitor).